From a dataset of Merck oncology drug combination screen with 23,052 pairs across 39 cell lines. Regression. Given two drug SMILES strings and cell line genomic features, predict the synergy score measuring deviation from expected non-interaction effect. (1) Drug 1: CN(Cc1cnc2nc(N)nc(N)c2n1)c1ccc(C(=O)NC(CCC(=O)O)C(=O)O)cc1. Drug 2: N#Cc1ccc(Cn2cncc2CN2CCN(c3cccc(Cl)c3)C(=O)C2)cc1. Cell line: MSTO. Synergy scores: synergy=-15.0. (2) Drug 1: CN(C)C(=N)N=C(N)N. Drug 2: O=C(NOCC(O)CO)c1ccc(F)c(F)c1Nc1ccc(I)cc1F. Cell line: HT29. Synergy scores: synergy=-9.46.